From a dataset of Full USPTO retrosynthesis dataset with 1.9M reactions from patents (1976-2016). Predict the reactants needed to synthesize the given product. (1) Given the product [Br:5][C:6]1[CH:11]=[C:10]([Cl:12])[C:9]([F:13])=[CH:8][C:7]=1[CH2:14][Br:2], predict the reactants needed to synthesize it. The reactants are: P(Br)(Br)[Br:2].[Br:5][C:6]1[CH:11]=[C:10]([Cl:12])[C:9]([F:13])=[CH:8][C:7]=1[CH2:14]O. (2) Given the product [CH3:1][C@:2]12[C@@:19]3([CH3:20])[C@@H:10]([C@:11]4([CH3:32])[C@@H:16]([CH2:17][CH2:18]3)[C:15]([CH3:21])([CH3:22])[C:14]([C:23]3[CH:24]=[CH:25][C:26]([C:27]([OH:29])=[O:28])=[CH:30][CH:31]=3)=[CH:13][CH2:12]4)[CH2:9][CH2:8][C@@H:7]1[C@H:6]1[C@H:33]([C:36]([CH3:38])=[CH2:37])[CH2:34][CH2:35][C@:5]1([NH:39][CH2:40][CH2:41][NH:42][C:43]1[N:44]=[N:45][CH:46]=[CH:47][CH:48]=1)[CH2:4][CH2:3]2, predict the reactants needed to synthesize it. The reactants are: [CH3:1][C@:2]12[C@@:19]3([CH3:20])[C@@H:10]([C@:11]4([CH3:32])[C@@H:16]([CH2:17][CH2:18]3)[C:15]([CH3:22])([CH3:21])[C:14]([C:23]3[CH:31]=[CH:30][C:26]([C:27]([OH:29])=[O:28])=[CH:25][CH:24]=3)=[CH:13][CH2:12]4)[CH2:9][CH2:8][C@@H:7]1[C@H:6]1[C@H:33]([C:36]([CH3:38])=[CH2:37])[CH2:34][CH2:35][C@:5]1([NH:39][CH2:40][CH2:41][NH:42][C:43]1[N:44]=[N:45][C:46](C)=[CH:47][CH:48]=1)[CH2:4][CH2:3]2.ClC1N=NC=CC=1.C(O)(C(F)(F)F)=O. (3) Given the product [C:40]([N:44]([CH3:49])[CH2:45][CH2:46][O:10][C:8]1[CH:7]=[CH:6][C:36]([CH2:37][CH2:32][CH2:31][NH:3][C:4]2[CH:9]=[C:8]([O:10][CH3:11])[C:7]([O:12][CH3:13])=[CH:6][C:5]=2[C@@H:14]2[CH2:23][CH2:22][C:21]3[CH:20]=[C:19]([OH:24])[CH:18]=[CH:17][C:16]=3[CH2:15]2)=[CH:35][CH:34]=1)([CH3:43])([CH3:42])[CH3:41], predict the reactants needed to synthesize it. The reactants are: C([N:3]([C:31](=O)[C:32]1[CH:37]=[CH:36][C:35](O)=[CH:34]C=1)[C:4]1[CH:9]=[C:8]([O:10][CH3:11])[C:7]([O:12][CH3:13])=[CH:6][C:5]=1[C@@H:14]1[CH2:23][CH2:22][C:21]2[CH:20]=[C:19]([O:24]C(=O)C(C)(C)C)[CH:18]=[CH:17][C:16]=2[CH2:15]1)C.[C:40]([N:44]([CH3:49])[C:45](=O)[CH2:46]Cl)([CH3:43])([CH3:42])[CH3:41]. (4) The reactants are: [Br:1][C:2]1[N:7]=[C:6]([CH:8](O)[C:9]#[CH:10])[CH:5]=[CH:4][CH:3]=1.C(N(S(F)(F)[F:18])CC)C. Given the product [Br:1][C:2]1[CH:3]=[CH:4][CH:5]=[C:6]([CH:8]([F:18])[C:9]#[CH:10])[N:7]=1, predict the reactants needed to synthesize it. (5) Given the product [C:1]([O:5][C:6](=[O:27])[NH:7][CH2:8][CH:9]1[S:40](=[O:42])(=[O:39])[C:12]2[CH:14]=[C:15]([F:26])[CH:16]=[C:17]([C:18]3[C:23]([Cl:24])=[CH:22][CH:21]=[CH:20][C:19]=3[Cl:25])[C:11]=2[O:10]1)([CH3:4])([CH3:2])[CH3:3], predict the reactants needed to synthesize it. The reactants are: [C:1]([O:5][C:6](=[O:27])[NH:7][CH2:8][CH:9]1S[C:12]2[CH:14]=[C:15]([F:26])[CH:16]=[C:17]([C:18]3[C:23]([Cl:24])=[CH:22][CH:21]=[CH:20][C:19]=3[Cl:25])[C:11]=2[O:10]1)([CH3:4])([CH3:3])[CH3:2].C1C=C(Cl)C=C(C(OO)=O)C=1.[O-:39][S:40]([O-:42])=O.[Na+].[Na+]. (6) The reactants are: [F:1][C:2]([F:13])([F:12])[CH2:3][C:4]([CH3:11])=[CH:5][C:6]([O:8]CC)=[O:7]. Given the product [F:1][C:2]([F:12])([F:13])[CH2:3][CH:4]([CH3:11])[CH2:5][C:6]([OH:8])=[O:7], predict the reactants needed to synthesize it.